This data is from Forward reaction prediction with 1.9M reactions from USPTO patents (1976-2016). The task is: Predict the product of the given reaction. (1) Given the reactants N1C2C(=C(C3N=[C:12]([N:22]4[CH2:27][CH2:26]OCC4)[C:13]4SC(COC)=[CH:16][C:14]=4N=3)C=CC=2)C=N1.[Cl:28][C:29]1[N:30]=[C:31]([N:40]2[CH2:45][CH2:44][O:43][CH2:42][CH2:41]2)[C:32]2[S:37][C:36]([CH2:38][OH:39])=[CH:35][C:33]=2[N:34]=1.N1C=CC(CCl)=CC=1, predict the reaction product. The product is: [Cl:28][C:29]1[N:30]=[C:31]([N:40]2[CH2:41][CH2:42][O:43][CH2:44][CH2:45]2)[C:32]2[S:37][C:36]([CH2:38][O:39][CH2:16][C:14]3[CH:13]=[CH:12][N:22]=[CH:27][CH:26]=3)=[CH:35][C:33]=2[N:34]=1. (2) Given the reactants [F:1][C:2]([F:7])([F:6])[C:3]([OH:5])=[O:4].[CH2:8]([CH:10]1[C:15](=[O:16])[NH:14][CH:13]([CH3:17])[CH2:12][N:11]1C(OC(C)(C)C)=O)[CH3:9], predict the reaction product. The product is: [F:1][C:2]([F:7])([F:6])[C:3]([OH:5])=[O:4].[CH2:8]([CH:10]1[NH:11][CH2:12][CH:13]([CH3:17])[NH:14][C:15]1=[O:16])[CH3:9]. (3) Given the reactants [I:1][C:2]1[CH:7]=[C:6]([N:8]2[CH2:13][CH2:12][N:11]([CH3:14])[CH2:10][CH2:9]2)[N:5]=[CH:4][C:3]=1[NH2:15].C(N(CC)C(C)C)(C)C.[F:25][C:26]([F:44])([F:43])[C:27]1[CH:28]=[C:29]([C:37]([CH3:42])([CH3:41])[C:38](Cl)=[O:39])[CH:30]=[C:31]([C:33]([F:36])([F:35])[F:34])[CH:32]=1, predict the reaction product. The product is: [F:25][C:26]([F:43])([F:44])[C:27]1[CH:28]=[C:29]([C:37]([CH3:41])([CH3:42])[C:38]([NH:15][C:3]2[CH:4]=[N:5][C:6]([N:8]3[CH2:13][CH2:12][N:11]([CH3:14])[CH2:10][CH2:9]3)=[CH:7][C:2]=2[I:1])=[O:39])[CH:30]=[C:31]([C:33]([F:34])([F:35])[F:36])[CH:32]=1. (4) The product is: [CH3:21][N:22]([CH3:23])[CH2:24][CH2:25][N:12]1[C:11]2[CH2:10][C:9]([CH3:16])([CH3:15])[CH2:8][C:7]3=[N:17][NH:18][C:19](=[O:20])[C:4]4[C:5]([C:6]=23)=[C:13]1[CH:14]=[C:2]([F:1])[CH:3]=4. Given the reactants [F:1][C:2]1[CH:3]=[C:4]2[C:19](=[O:20])[NH:18][N:17]=[C:7]3[CH2:8][C:9]([CH3:16])([CH3:15])[CH2:10][C:11]4[NH:12][C:13]([CH:14]=1)=[C:5]2[C:6]=43.[CH3:21][N:22]([CH2:24][CH2:25]Cl)[CH3:23].CN(C)CCN1C2CC(C)(C)CC3=NNC(=O)C4C(C=23)=C1C=CC=4, predict the reaction product. (5) Given the reactants [CH3:1][N:2]1[CH:6]=[CH:5][C:4]([C:7]([OH:9])=O)=[N:3]1.[NH2:10][C:11]1[N:16]=[CH:15][C:14]2[C:17]([CH3:25])([CH3:24])[C:18](=[O:23])[N:19]([CH:20]3[CH2:22][CH2:21]3)[C:13]=2[CH:12]=1, predict the reaction product. The product is: [CH:20]1([N:19]2[C:13]3[CH:12]=[C:11]([NH:10][C:7]([C:4]4[CH:5]=[CH:6][N:2]([CH3:1])[N:3]=4)=[O:9])[N:16]=[CH:15][C:14]=3[C:17]([CH3:24])([CH3:25])[C:18]2=[O:23])[CH2:22][CH2:21]1. (6) Given the reactants Cl[C:2]1[CH:7]=[C:6]([Cl:8])[N:5]=[C:4]([NH2:9])[N:3]=1.N[CH:11]([CH3:21])[CH2:12][NH:13][C:14](=[O:20])[O:15][C:16]([CH3:19])([CH3:18])[CH3:17].CC[N:24](C(C)C)C(C)C, predict the reaction product. The product is: [NH2:9][C:4]1[N:3]=[C:2]([NH:24][CH2:21][CH2:11][CH2:12][NH:13][C:14](=[O:20])[O:15][C:16]([CH3:17])([CH3:18])[CH3:19])[CH:7]=[C:6]([Cl:8])[N:5]=1. (7) Given the reactants [CH2:1]([O:3][C:4]([C:6]1[CH:7]=[C:8]2[N:13]([C:14]=1[C:15]([CH3:17])=[CH2:16])[CH:12]=[CH:11][C:10]([CH2:18][O:19][C:20](=[O:22])[CH3:21])=[CH:9]2)=[O:5])[CH3:2], predict the reaction product. The product is: [CH2:1]([O:3][C:4]([C:6]1[CH:7]=[C:8]2[N:13]([C:14]=1[CH:15]([CH3:16])[CH3:17])[CH:12]=[CH:11][C:10]([CH2:18][O:19][C:20](=[O:22])[CH3:21])=[CH:9]2)=[O:5])[CH3:2].